This data is from Experimentally validated miRNA-target interactions with 360,000+ pairs, plus equal number of negative samples. The task is: Binary Classification. Given a miRNA mature sequence and a target amino acid sequence, predict their likelihood of interaction. (1) The miRNA is mmu-miR-330-5p with sequence UCUCUGGGCCUGUGUCUUAGGC. The protein sequence of the target gene is MDIEAYLERIGYKKSRNKLDLETLTDILQHQIRAVPFENLNIHCGDAMDLGLEAIFDQVVRRNRGGWCLQVNHLLYWALTTIGFETTMLGGYVYSTPAKKYSTGMIHLLLQVTIDGRNYIVDAGFGRSYQMWQPLELISGKDQPQVPCVFRLTEENGFWYLDQIRREQYIPNEEFLHSDLLEDSKYRKIYSFTLKPRTIEDFESMNTYLQTSPSSVFTSKSFCSLQTPDGVHCLVGFTLTHRRFNYKDNTDLIEFKTLSEEEIEKVLKNIFNISLQRKLVPKHGDRFFTI. Result: 0 (no interaction). (2) Result: 0 (no interaction). The protein sequence of the target gene is MSKRSWWAGSRKPPREMLKLSGSDSSQSMNGLEVAPPGLITNFSLATAEQCGQETPLENMLFASFYLLDFILALVGNTLALWLFIRDHKSGTPANVFLMHLAVADLSCVLVLPTRLVYHFSGNHWPFGEIACRLTGFLFYLNMYASIYFLTCISADRFLAIVHPVKSLKLRRPLYAHLACAFLWVVVAVAMAPLLVSPQTVQTNHTVVCLQLYREKASHHALVSLAVAFTFPFITTVTCYLLIIRSLRQGLRVEKRLKTKAVRMIAIVLAIFLVCFVPYHVNRSVYVLHYRSHGASCATQ.... The miRNA is hsa-miR-663a with sequence AGGCGGGGCGCCGCGGGACCGC. (3) The miRNA is hsa-miR-1273c with sequence GGCGACAAAACGAGACCCUGUC. The protein sequence of the target gene is MALSQGLFTFKDVAIEFSQEEWECLDPAQRALYRDVMLENYRNLLSLDEDNIPPEDDISVGFTSKGLSPKENNKEELYHLVILERKESHGINNFDLKEVWENMPKFDSLWDYDVKNYKGMPLTCNKNLTHRKDQQHNKSSIHFSLKQSVSIRDSAHQYFIHDKPFIRNLLKLKNNIRYAGNKYVKCFENKIGLSLQAQLAELQRFQTGEKMYECNPVEKSINSSSVSPLPPCVKNICNKYRKILKYPLLHTQYGRTHIREKSYKCNDCGKAFSKSSNLTNHQRIHSGQRPYKCNECGKAF.... Result: 0 (no interaction). (4) The miRNA is hsa-miR-6818-5p with sequence UUGUGUGAGUACAGAGAGCAUC. The protein sequence of the target gene is MDLGTAEGTRCTDPPAGKPAMAPKRKGGLKLNAICAKLSRQVVVEKRADAGSHTEGSPSQPRDQERSGPESGAARAPRSEEDKRRAVIEKWVNGEYSEEPAPTPVLGRIAREGLELPPEGVYMVQPQGCSDEEDHAEEPSKDGGALEEKDSDGAASKEDSGPSTRQASGEASSLRDYAASTMTEFLGMFGYDDQNTRDELARKISFEKLHAGSTPEAATSSMLPTSEDTLSKRARFSKYEEYIRKLKAGEQLSWPAPSTKTEERVGKEVVGTLPGLRLPSSTAHLETKATILPLPSHSSV.... Result: 1 (interaction). (5) The miRNA is hsa-miR-6500-3p with sequence ACACUUGUUGGGAUGACCUGC. The protein sequence of the target gene is MAHGPGALMLKCVVVGDGAVGKTCLLMSYANDAFPEEYVPTVFDHYAVSVTVGGKQYLLGLYDTAGQEDYDRLRPLSYPMTDVFLICFSVVNPASFQNVKEEWVPELKEYAPNVPFLLIGTQIDLRDDPKTLARLNDMKEKPICVEQGQKLAKEIGACCYVECSALTQKGLKTVFDEAIIAILTPKKHTVKKRIGSRCINCCLIT. Result: 1 (interaction). (6) The miRNA is rno-miR-433-3p with sequence AUCAUGAUGGGCUCCUCGGUGU. The protein sequence of the target gene is MDPKGLLSLTFVLFLSLAFGASYGTGGRMMNCPKILRQLGSKVLLPLTYERINKSMNKSIHIVVTMAKSLENSVENKIVSLDPSEAGPPRYLGDRYKFYLENLTLGIRESRKEDEGWYLMTLEKNVSVQRFCLQLRLYEQVSTPEIKVLNKTQENGTCTLILGCTVEKGDHVAYSWSEKAGTHPLNPANSSHLLSLTLGPQHADNIYICTVSNPISNNSQTFSPWPGCRTDPSETKPWAVYAGLLGGVIMILIMVVILQLRRRGKTNHYQTTVEKKSLTIYAQVQKPGPLQKKLDSFPAQ.... Result: 0 (no interaction). (7) The miRNA is hsa-miR-1228-5p with sequence GUGGGCGGGGGCAGGUGUGUG. The protein sequence of the target gene is MIPPEPPQPQLQPPPPPAPPNHVVTTIENLPAEGSGGVSLSASSRASMRQRIRKVLNREMLISVALGQVLSLLVCGIGLTSKYLAEDFHANTPVFQSFLNYILLFLVYTTTLAVRQGEENLLAILRRRWWKYMILGLIDLEANYLVVKAYQYTTLTSVQLLDCFVIPVVILLSWFFLLIRYKAVHFIGIVVCILGMGCMVGADVLVGRHQGAGENKLVGDLLVLGGATLYGISNVWEESIIRTLSRVEFLGMIGLFGAFFSGIQLAIMEHKELLKVPWDWQIGLLYVGFSACMFGLYSFM.... Result: 0 (no interaction). (8) The miRNA is hsa-miR-1292-5p with sequence UGGGAACGGGUUCCGGCAGACGCUG. The protein sequence of the target gene is MSDVNPPSDTPIPFSSSSTHSSHIPPWTFSCYPGSPCENGVMLYMRNVSHEELQRFKQLLLTELSTGTMPITWDQVETASWAEVVHLLIERFPGRRAWDVTSNIFAIMNCDKMCVVVRREINAILPTLEPEDLNVGETQVNLEEGESGKIRRYKSNVMEKFFPIWDITTWPGNQRDFFYQGVHRHEEYLPCLLLPKRPQGRQPKTVAIQGAPGIGKTILAKKVMFEWARNKFYAHKRWCAFYFHCQEVNQTTDQSFSELIEQKWPGSQDLVSKIMSKPDQLLLLLDGFEELTSTLIDRLE.... Result: 0 (no interaction).